This data is from Forward reaction prediction with 1.9M reactions from USPTO patents (1976-2016). The task is: Predict the product of the given reaction. (1) Given the reactants [CH3:1][S:2]([OH:5])(=[O:4])=[O:3].[CH3:6][C:7]1([CH3:36])[O:11][C:10]([C:12]2[CH:19]=[CH:18][C:15]([C:16]#[N:17])=[CH:14][CH:13]=2)=[C:9]([C:20]2[CH:25]=[CH:24][C:23]([O:26][CH2:27][C:28]3[CH:33]=[CH:32][C:31]([CH3:34])=[CH:30][N:29]=3)=[CH:22][CH:21]=2)[C:8]1=[O:35], predict the reaction product. The product is: [CH3:1][S:2]([OH:5])(=[O:4])=[O:3].[CH3:6][C:7]1([CH3:36])[O:11][C:10]([C:12]2[CH:19]=[CH:18][C:15]([C:16]#[N:17])=[CH:14][CH:13]=2)=[C:9]([C:20]2[CH:25]=[CH:24][C:23]([O:26][CH2:27][C:28]3[CH:33]=[CH:32][C:31]([CH3:34])=[CH:30][N:29]=3)=[CH:22][CH:21]=2)[C:8]1=[O:35]. (2) Given the reactants [OH:1][CH:2]1[CH2:7][CH2:6][N:5]([C:8]([O:10][CH:11]([CH3:13])[CH3:12])=[O:9])[CH2:4][CH2:3]1.[Cl:14][C:15]1[C:20]([O:21][CH3:22])=[C:19](Cl)[N:18]=[CH:17][N:16]=1.CC([O-])(C)C.[K+], predict the reaction product. The product is: [CH:11]([O:10][C:8]([N:5]1[CH2:4][CH2:3][CH:2]([O:1][C:19]2[C:20]([O:21][CH3:22])=[C:15]([Cl:14])[N:16]=[CH:17][N:18]=2)[CH2:7][CH2:6]1)=[O:9])([CH3:13])[CH3:12]. (3) Given the reactants [C:1]([C:4]1[CH:55]=[CH:54][C:7]([C:8]([N:10]2[CH2:16][C@H:15]([NH:17][C:18](=[O:30])[C@@H:19]([N:21](C(OC(C)(C)C)=O)[CH3:22])[CH3:20])[C:14](=[O:31])[N:13]([CH2:32][C:33]3[C:42]4[C:37](=[CH:38][CH:39]=[CH:40][CH:41]=4)[N+:36]([O-:43])=[CH:35][C:34]=3[O:44][CH2:45][C:46]([F:49])([F:48])[F:47])[C:12]3[CH:50]=[CH:51][CH:52]=[CH:53][C:11]2=3)=[O:9])=[CH:6][CH:5]=1)(=[O:3])[CH3:2].[ClH:56], predict the reaction product. The product is: [ClH:56].[C:1]([C:4]1[CH:5]=[CH:6][C:7]([C:8]([N:10]2[CH2:16][C@H:15]([NH:17][C:18](=[O:30])[C@@H:19]([NH:21][CH3:22])[CH3:20])[C:14](=[O:31])[N:13]([CH2:32][C:33]3[C:42]4[C:37](=[CH:38][CH:39]=[CH:40][CH:41]=4)[N+:36]([O-:43])=[CH:35][C:34]=3[O:44][CH2:45][C:46]([F:48])([F:47])[F:49])[C:12]3[CH:50]=[CH:51][CH:52]=[CH:53][C:11]2=3)=[O:9])=[CH:54][CH:55]=1)(=[O:3])[CH3:2]. (4) Given the reactants [C:1]([O:5][C:6](=[O:19])[NH:7][C@H:8]([C:16](=[O:18])[NH2:17])[CH2:9][C:10]1[CH:15]=[CH:14][CH:13]=[CH:12][CH:11]=1)([CH3:4])([CH3:3])[CH3:2].[C:20]([N:24]1[C:28](=[O:29])[CH:27]=[C:26](Cl)[S:25]1(=[O:32])=[O:31])([CH3:23])([CH3:22])[CH3:21], predict the reaction product. The product is: [C:1]([O:5][C:6](=[O:19])[NH:7][C@H:8]([C:16](=[O:18])[NH2:17])[CH2:9][C:10]1[CH:15]=[CH:14][C:13]([C:26]2[S:25](=[O:31])(=[O:32])[N:24]([C:20]([CH3:22])([CH3:21])[CH3:23])[C:28](=[O:29])[CH:27]=2)=[CH:12][CH:11]=1)([CH3:4])([CH3:2])[CH3:3]. (5) Given the reactants [CH3:1][CH:2]1[CH2:7][CH:6]([CH3:8])[CH2:5][NH:4][CH2:3]1.Cl[C:10]1[N:15]=[C:14]([CH3:16])[C:13]([CH:17]([CH2:22][CH2:23][CH3:24])[C:18]([O:20][CH3:21])=[O:19])=[C:12]([C:25]2[CH:30]=[CH:29][C:28]([CH3:31])=[CH:27][CH:26]=2)[N:11]=1, predict the reaction product. The product is: [CH3:1][CH:2]1[CH2:7][CH:6]([CH3:8])[CH2:5][N:4]([C:10]2[N:15]=[C:14]([CH3:16])[C:13]([CH:17]([CH2:22][CH2:23][CH3:24])[C:18]([O:20][CH3:21])=[O:19])=[C:12]([C:25]3[CH:30]=[CH:29][C:28]([CH3:31])=[CH:27][CH:26]=3)[N:11]=2)[CH2:3]1. (6) Given the reactants [CH3:1][S:2]([C:5]1[CH:10]=[CH:9][C:8]([NH:11][C:12]([CH:14]2[CH2:18][CH2:17][CH2:16][CH2:15]2)=O)=[CH:7][CH:6]=1)(=[O:4])=[O:3].CO.O.CCOC(C)=O, predict the reaction product. The product is: [CH:14]1([CH2:12][NH:11][C:8]2[CH:7]=[CH:6][C:5]([S:2]([CH3:1])(=[O:4])=[O:3])=[CH:10][CH:9]=2)[CH2:15][CH2:16][CH2:17][CH2:18]1. (7) Given the reactants [Br:1][C:2]1[CH:7]=[CH:6][C:5]([F:8])=[CH:4][C:3]=1[CH2:9][OH:10], predict the reaction product. The product is: [Br:1][C:2]1[CH:7]=[CH:6][C:5]([F:8])=[CH:4][C:3]=1[CH:9]=[O:10]. (8) Given the reactants [NH2:1][C:2]1[CH:6]=[CH:5][N:4]([C:7]2[CH:12]=[CH:11][C:10]([C:13]([O:15][CH2:16][CH3:17])=[O:14])=[CH:9][CH:8]=2)[C:3]=1[C:18]([O:20][CH2:21][CH3:22])=[O:19].[C:23]([CH2:25][C:26](O)=[O:27])#[N:24].C1CCC(N=C=NC2CCCCC2)CC1, predict the reaction product. The product is: [C:23]([CH2:25][C:26]([NH:1][C:2]1[CH:6]=[CH:5][N:4]([C:7]2[CH:8]=[CH:9][C:10]([C:13]([O:15][CH2:16][CH3:17])=[O:14])=[CH:11][CH:12]=2)[C:3]=1[C:18]([O:20][CH2:21][CH3:22])=[O:19])=[O:27])#[N:24]. (9) Given the reactants Cl[C:2]1[CH:7]=[C:6]([O:8][CH2:9][CH2:10][O:11][CH3:12])[CH:5]=[CH:4][N:3]=1.CC(C1C=C(C(C)C)C(C2C=CC=CC=2P(C2CCCCC2)C2CCCCC2)=C(C(C)C)C=1)C.[Li+].C[Si]([N-:52][Si](C)(C)C)(C)C, predict the reaction product. The product is: [CH3:12][O:11][CH2:10][CH2:9][O:8][C:6]1[CH:5]=[CH:4][N:3]=[C:2]([NH2:52])[CH:7]=1. (10) Given the reactants Cl[C:2]1[N:7]=[C:6]([C@@H:8]([NH:18][C:19](=[O:35])[CH2:20][N:21]2[C:25]3[C:26]([F:31])([F:30])[C@@H:27]4[CH2:29][C@@H:28]4[C:24]=3[C:23]([CH:32]([F:34])[F:33])=[N:22]2)[CH2:9][C:10]2[CH:15]=[C:14]([F:16])[CH:13]=[C:12]([F:17])[CH:11]=2)[C:5]([C:36]2[CH:37]=[CH:38][C:39]([Cl:51])=[C:40]3[C:44]=2[N:43]([CH3:45])[N:42]=[C:41]3[NH:46][S:47]([CH3:50])(=[O:49])=[O:48])=[CH:4][CH:3]=1.[C:52]([N:56]1[CH:60]=[C:59](B(O)O)[CH:58]=[N:57]1)([CH3:55])([CH3:54])[CH3:53].C([O-])([O-])=O.[K+].[K+].O, predict the reaction product. The product is: [C:52]([N:56]1[CH:60]=[C:59]([C:2]2[N:7]=[C:6]([C@@H:8]([NH:18][C:19](=[O:35])[CH2:20][N:21]3[C:25]4[C:26]([F:31])([F:30])[C@@H:27]5[CH2:29][C@@H:28]5[C:24]=4[C:23]([CH:32]([F:33])[F:34])=[N:22]3)[CH2:9][C:10]3[CH:15]=[C:14]([F:16])[CH:13]=[C:12]([F:17])[CH:11]=3)[C:5]([C:36]3[CH:37]=[CH:38][C:39]([Cl:51])=[C:40]4[C:44]=3[N:43]([CH3:45])[N:42]=[C:41]4[NH:46][S:47]([CH3:50])(=[O:49])=[O:48])=[CH:4][CH:3]=2)[CH:58]=[N:57]1)([CH3:55])([CH3:54])[CH3:53].